Dataset: NCI-60 drug combinations with 297,098 pairs across 59 cell lines. Task: Regression. Given two drug SMILES strings and cell line genomic features, predict the synergy score measuring deviation from expected non-interaction effect. (1) Drug 1: CC=C1C(=O)NC(C(=O)OC2CC(=O)NC(C(=O)NC(CSSCCC=C2)C(=O)N1)C(C)C)C(C)C. Drug 2: C1CN(CCN1C(=O)CCBr)C(=O)CCBr. Cell line: UACC62. Synergy scores: CSS=65.2, Synergy_ZIP=1.50, Synergy_Bliss=2.18, Synergy_Loewe=-11.8, Synergy_HSA=4.37. (2) Drug 1: CC1C(C(CC(O1)OC2CC(CC3=C2C(=C4C(=C3O)C(=O)C5=C(C4=O)C(=CC=C5)OC)O)(C(=O)C)O)N)O.Cl. Drug 2: CC1=CC=C(C=C1)C2=CC(=NN2C3=CC=C(C=C3)S(=O)(=O)N)C(F)(F)F. Cell line: ACHN. Synergy scores: CSS=9.50, Synergy_ZIP=-3.53, Synergy_Bliss=-0.170, Synergy_Loewe=-19.1, Synergy_HSA=-0.192.